Dataset: Reaction yield outcomes from USPTO patents with 853,638 reactions. Task: Predict the reaction yield, written as a fraction of the theoretical maximum amount of product (1.0 means a 100% yield; for example, 0.34 means a 34% yield). (1) The reactants are [CH3:1][C:2]1([CH3:20])[CH2:6][C:5]2[C:7]([CH3:19])=[C:8]([N:13]3[CH2:18][CH2:17][NH:16][CH2:15][CH2:14]3)[C:9]([CH3:12])=[C:10]([CH3:11])[C:4]=2[O:3]1.Br[C:22]1[CH:23]=[CH:24][C:25]([F:29])=[C:26]([CH3:28])[CH:27]=1. No catalyst specified. The product is [F:29][C:25]1[CH:24]=[CH:23][C:22]([N:16]2[CH2:15][CH2:14][N:13]([C:8]3[C:9]([CH3:12])=[C:10]([CH3:11])[C:4]4[O:3][C:2]([CH3:20])([CH3:1])[CH2:6][C:5]=4[C:7]=3[CH3:19])[CH2:18][CH2:17]2)=[CH:27][C:26]=1[CH3:28]. The yield is 0.600. (2) The reactants are [CH:1]1([C:4]2[CH:9]=[CH:8][C:7]([CH2:10][OH:11])=[CH:6][CH:5]=2)[CH2:3][CH2:2]1.[I:12][C:13]1[CH:18]=[CH:17][C:16](O)=[C:15]([O:20][CH3:21])[CH:14]=1.C1(P(C2C=CC=CC=2)C2C=CC=CC=2)C=CC=CC=1.N(C(OC(C)C)=O)=NC(OC(C)C)=O. The catalyst is O1CCCC1. The product is [CH:1]1([C:4]2[CH:5]=[CH:6][C:7]([CH2:10][O:11][C:16]3[CH:17]=[CH:18][C:13]([I:12])=[CH:14][C:15]=3[O:20][CH3:21])=[CH:8][CH:9]=2)[CH2:3][CH2:2]1. The yield is 0.460. (3) The reactants are [S:1]1[C:5](B(O)O)=[CH:4][C:3]2[CH:9]=[CH:10][CH:11]=[CH:12][C:2]1=2.[Br:13][C:14]1[CH:19]=[CH:18][C:17](I)=[C:16]([F:21])[CH:15]=1.C([O-])(O)=O.[Na+]. The catalyst is COCCOC.O.Cl[Pd](Cl)([P](C1C=CC=CC=1)(C1C=CC=CC=1)C1C=CC=CC=1)[P](C1C=CC=CC=1)(C1C=CC=CC=1)C1C=CC=CC=1. The product is [Br:13][C:14]1[CH:19]=[CH:18][C:17]([C:5]2[S:1][C:2]3[CH:12]=[CH:11][CH:10]=[CH:9][C:3]=3[CH:4]=2)=[C:16]([F:21])[CH:15]=1. The yield is 0.130. (4) The reactants are [Si]([O:8][CH:9]([C:22]1[O:23][C:24]([C:27]2[CH:35]=[CH:34][CH:33]=[CH:32][C:28]=2[C:29]([NH2:31])=[O:30])=[CH:25][N:26]=1)[CH2:10][CH2:11][CH2:12][CH2:13][CH2:14][CH2:15][C:16]1[CH:21]=[CH:20][CH:19]=[CH:18][CH:17]=1)(C(C)(C)C)(C)C.[Si](OC(C1OC([Sn](CCCC)(CCCC)CCCC)=CN=1)CCCCCCC1C=CC=CC=1)(C(C)(C)C)(C)C.BrC1C=CC=CC=1C(N)=O. No catalyst specified. The product is [C:16]1([CH2:15][CH2:14][CH2:13][CH2:12][CH2:11][CH2:10][C:9]([C:22]2[O:23][C:24]([C:27]3[CH:35]=[CH:34][CH:33]=[CH:32][C:28]=3[C:29]([NH2:31])=[O:30])=[CH:25][N:26]=2)=[O:8])[CH:21]=[CH:20][CH:19]=[CH:18][CH:17]=1. The yield is 1.00. (5) The reactants are [CH:1]1([N:4]2[C:9](=[O:10])[C:8]3[C:11](OS(C4C=CC(C)=CC=4)(=O)=O)=[CH:12][C:13](=[O:16])[N:14]([CH3:15])[C:7]=3[N:6]([C:28]3[CH:33]=[CH:32][CH:31]=[C:30]([NH:34][S:35]([CH3:38])(=[O:37])=[O:36])[CH:29]=3)[C:5]2=[O:39])[CH2:3][CH2:2]1.[F:40][C:41]1[CH:47]=[C:46]([Br:48])[CH:45]=[CH:44][C:42]=1[NH2:43]. No catalyst specified. The product is [Br:48][C:46]1[CH:45]=[CH:44][C:42]([NH:43][C:11]2[C:8]3[C:9](=[O:10])[N:4]([CH:1]4[CH2:3][CH2:2]4)[C:5](=[O:39])[N:6]([C:28]4[CH:29]=[C:30]([NH:34][S:35]([CH3:38])(=[O:37])=[O:36])[CH:31]=[CH:32][CH:33]=4)[C:7]=3[N:14]([CH3:15])[C:13](=[O:16])[CH:12]=2)=[C:41]([F:40])[CH:47]=1. The yield is 0.830.